From a dataset of Full USPTO retrosynthesis dataset with 1.9M reactions from patents (1976-2016). Predict the reactants needed to synthesize the given product. Given the product [OH-:9].[NH4+:5].[CH3:8][OH:9].[Cl:29][CH2:30][Cl:31].[NH2:5][CH2:6][CH2:7][CH2:8][O:9][C:10]1[CH:11]=[C:12]([CH2:18][OH:19])[CH:13]=[C:14]([CH2:16][OH:17])[CH:15]=1, predict the reactants needed to synthesize it. The reactants are: C1(=O)[N:5]([CH2:6][CH2:7][CH2:8][O:9][C:10]2[CH:11]=[C:12]([CH2:18][OH:19])[CH:13]=[C:14]([CH2:16][OH:17])[CH:15]=2)C(=O)C2=CC=CC=C12.O.NN.[Cl:29][CH2:30][Cl:31].